From a dataset of Experimentally validated miRNA-target interactions with 360,000+ pairs, plus equal number of negative samples. Binary Classification. Given a miRNA mature sequence and a target amino acid sequence, predict their likelihood of interaction. (1) The miRNA is hsa-miR-17-5p with sequence CAAAGUGCUUACAGUGCAGGUAG. The protein sequence of the target gene is MEERRPHLDARPRNSHTNHRGPVDGELPPRARNQANNPPANALRGGASHPGRHPRANNHPAAYWQREERFRAMGRNPHQGRRNQEGHASDEARDQRHDQENDTRWRNGNQDCRNRRPPWSNDNFQQWRTPHQKPTEQPQQAKKLGYKFLESLLQKDPSEVVITLATSLGLKELLSHSSMKSNFLELICQVLRKACSSKMDRQSVLHVLGILKNSKFLKVCLPAYVVGMITEPIPDIRNQYPEHISNIISLLQDLVSVFPASSVQETSMLVSLLPTSLNALRASGVDIEEETEKNLEKVQT.... Result: 1 (interaction). (2) The miRNA is hsa-miR-4538 with sequence GAGCUUGGAUGAGCUGGGCUGA. The protein sequence of the target gene is MSRPVRNRKVVDYSQFQESDDADEDYGRDSGPPTKKIRSSPREAKNKRRSGKNSQEDSEDSEDKDVKTKKDDSHSAEDSEDEKEDHKNVRQQRQAASKAASKQREMLMEDVGSEEEQEEEDEAPFQEKDSGSDEDFLMEDDDDSDYGSSKKKNKKMVKKSKPERKEKKMPKPRLKATVTPSPVKGKGKVGRPTASKASKEKTPSPKEEDEEPESPPEKKTSTSPPPEKSGDEGSEDEAPSGED. Result: 1 (interaction). (3) The miRNA is hsa-miR-4282 with sequence UAAAAUUUGCAUCCAGGA. The protein sequence of the target gene is MNLNTSSNTGDTQRLKIASLDVKQILKNETELDITDNLRKKLHWAKKEKLEITTKHNAELASYESQIAKLRSEVEKGEALRQSLEYDLAVARKEAGLGRRAAEERLAEAHRIQEKLCAQNSELQAKTNETEKAFQTSQQKWKEECRRFEHDLEERDNMIQNCNREYDLLMKEKSRLEKTLQEALEKHQREKNEMESHIRETALEEFRLQEEQWEAERRELQFIVQEQDTAVQNMHKKVEKLETEHMDCSDLLRRQTSELEFSTQREERLRKEFEATTLRVRKLEENIEAERAAHLESKFN.... Result: 1 (interaction). (4) The miRNA is hsa-miR-6769b-5p with sequence UGGUGGGUGGGGAGGAGAAGUGC. The protein sequence of the target gene is MKSPDEVLREGELEKRSDSLFQLWKKKRGVLTSDRLSLFPASPRARPKELRFHSILKVDCVERTGKYVYFTIVTTDHKEIDFRCAGESCWNAAIALALIDFQNRRALQDFRSRQERTAPAAPAEDAVAAAAAAPSEPSEPSRPSPQPKPRTP. Result: 0 (no interaction). (5) The miRNA is mmu-miR-5116 with sequence UUUGAUAGGAACCCCGCCUGA. The protein sequence of the target gene is MEEQDARVPALEPFRVEQAPPLIYYVPDFISKEEEEYLLRQVFNAPKPKWTQLSGRKLQNWGGLPHPRGMVPERLPPWLQRYVDKVSDLSLFGGLPANHVLVNQYLPGEGIMPHEDGPLYYPTVSTISLGSHTVLDFYEPRQPDDDVPMEQPRPPQRPITSLLVEPRSLLVLRGTAYTRLLHGISATRVDELDATSLPPNATACKSALPGAHLVRGTRVSLTIRRVPRVLRASLLLSK. Result: 0 (no interaction). (6) The miRNA is hsa-miR-3152-3p with sequence UGUGUUAGAAUAGGGGCAAUAA. The protein sequence of the target gene is MGLEKPQSKLEGGMHPQLIPSVIAVVFILLLSVCFIASCLVTHHNFSRCKRGTGVHKLEHHAKLKCIKEKSELKSAEGSTWNCCPIDWRAFQSNCYFPLTDNKTWAESERNCSGMGAHLMTISTEAEQNFIIQFLDRRLSYFLGLRDENAKGQWRWVDQTPFNPRRVFWHKNEPDNSQGENCVVLVYNQDKWAWNDVPCNFEASRICKIPGTTLN. Result: 0 (no interaction). (7) The miRNA is mmu-miR-465c-5p with sequence UAUUUAGAAUGGCGCUGAUCUG. The protein sequence of the target gene is MTDVEQPVSVEDQQAQAQSYYDQVLGNAYVQTAINAYTKTKEFHPLLNSTLNSAEEKVSTVGNYAAQKAYDGYNSYYVKPKNTAYEAVSYGTERAKTAVESGKQAAIVGGTFGIGAAVVLTQFSLALSAGGAALVLEQVDSAKKLGSSAISTIKEAELAVEHRIFSALHQAQRIAMVPVEKITENTNSLLDILDGAVQKGLNIEVPPSVNLTIGQRVKNLASLIVQGVSNKLFKAHDHVIDPINERARNYLEQLSQSFVLLDIVREKKTWVIEKSNELSTSVFDFKKTLEEEAQKYKVAP.... Result: 0 (no interaction). (8) The miRNA is hsa-miR-9500 with sequence AAGGGAAGAUGGUGACCAC. The protein sequence of the target gene is MFPREKTWNISFAGCGFLGVYYVGVASCLREHAPFLVANATHIYGASAGALTATALVTGVCLGEAGAKFIEVSKEARKRFLGPLHPSFNLVKIIRSFLLKVLPADSHEHASGRLGISLTRVSDGENVIISHFNSKDELIQANVCSGFIPVYCGLIPPSLQGVRYVDGGISDNLPLYELKNTITVSPFSGESDICPQDSSTNIHELRVTNTSIQFNLRNLYRLSKALFPPEPLVLREMCKQGYRDGLRFLQRNGLLNRPNPLLALPPARPHGPEDKDQAVESAQAEDYSQLPGEDHILEHL.... Result: 1 (interaction). (9) The miRNA is dre-miR-133a-3p with sequence UUUGGUCCCCUUCAACCAGCUG. The protein sequence of the target gene is MSAACWEEPWGLPGGFAKRVLVTGGAGFIASHMIVSLVEDYPNYMIINLDKLDYCASLKNLETISNKQNYKFIQGDICDSHFVKLLFETEKIDIVLHFAAQTHVDLSFVRAFEFTYVNVYGTHVLVSAAHEARVEKFIYVSTDEVYGGSLDKEFDESSPKQPTNPYASSKAAAECFVQSYWEQYKFPVVITRSSNVYGPHQYPEKVIPKFISLLQHNRKCCIHGSGLQTRNFLYATDVVEAFLTVLKKGKPGEIYNIGTNFEMSVVQLAKELIQLIKETNSESEMENWVDYVNDRPTNDM.... Result: 0 (no interaction). (10) The miRNA is hsa-miR-1910-3p with sequence GAGGCAGAAGCAGGAUGACA. The protein sequence of the target gene is MPINKSEKPESCDNVKVVVRCRPLNEREKSMCYKQAVSVDEMRGTITVHKTDSSNEPPKTFTFDTVFGPESKQLDVYNLTARPIIDSVLEGYNGTIFAYGQTGTGKTFTMEGVRAIPELRGIIPNSFAHIFGHIAKAEGDTRFLVRVSYLEIYNEEVRDLLGKDQTQRLEVKERPDVGVYIKDLSAYVVNNADDMDRIMTLGHKNRSVGATNMNEHSSRSHAIFTITIECSEKGIDGNMHVRMGKLHLVDLAGSERQAKTGATGQRLKEATKINLSLSTLGNVISALVDGKSTHVPYRNS.... Result: 1 (interaction).